From a dataset of Catalyst prediction with 721,799 reactions and 888 catalyst types from USPTO. Predict which catalyst facilitates the given reaction. (1) Reactant: C([O:4][CH2:5][CH2:6][O:7][C:8]1[CH:13]=[C:12]([Cl:14])[CH:11]=[C:10]([Cl:15])[C:9]=1[CH:16]=[N:17]O)(=O)C. Product: [NH2:17][CH2:16][C:9]1[C:10]([Cl:15])=[CH:11][C:12]([Cl:14])=[CH:13][C:8]=1[O:7][CH2:6][CH2:5][OH:4]. The catalyst class is: 565. (2) Reactant: [CH2:1]([N:4]=[C:5]=[O:6])[CH2:2][CH3:3].[NH2:7][C:8]1[CH:13]=[C:12]([CH2:14][S:15][C:16]2[C:21]([C:22]([NH:24][C:25]3[CH:30]=[C:29]([CH3:31])[CH:28]=[C:27]([CH3:32])[CH:26]=3)=[O:23])=[CH:20][CH:19]=[CH:18][N:17]=2)[CH:11]=[CH:10][N:9]=1.C(OCC)(=O)C. Product: [CH3:32][C:27]1[CH:26]=[C:25]([NH:24][C:22]([C:21]2[C:16]([S:15][CH2:14][C:12]3[CH:11]=[CH:10][N:9]=[C:8]([NH:7][C:5]([NH:4][CH2:1][CH2:2][CH3:3])=[O:6])[CH:13]=3)=[N:17][CH:18]=[CH:19][CH:20]=2)=[O:23])[CH:30]=[C:29]([CH3:31])[CH:28]=1. The catalyst class is: 9. (3) Reactant: [CH:1]1([C:4]([CH:12]2[CH2:14][CH2:13]2)([OH:11])[C:5]#[C:6][Si](C)(C)C)[CH2:3][CH2:2]1.[F-].C([N+](CCCC)(CCCC)CCCC)CCC. Product: [CH:1]1([C:4]([CH:12]2[CH2:14][CH2:13]2)([OH:11])[C:5]#[CH:6])[CH2:3][CH2:2]1. The catalyst class is: 56. (4) Reactant: [OH-:1].C[N+:3]([CH3:6])(C)C.[Cl:7][C:8]1[CH:13]=[CH:12][CH:11]=[CH:10][C:9]=1[CH2:14][C:15]#N.C=O. Product: [Cl:7][C:8]1[CH:13]=[CH:12][CH:11]=[CH:10][C:9]=1[CH:14]([CH2:15][OH:1])[C:6]#[N:3]. The catalyst class is: 7. (5) Reactant: CS(Cl)(=O)=O.[Cl:6][C:7]1[C:8]([C:13]2[CH:21]=[C:20]([C:22]([F:25])([F:24])[F:23])[CH:19]=[CH:18][C:14]=2[C:15]([OH:17])=O)=[N:9][CH:10]=[CH:11][CH:12]=1.[NH2:26][C:27]1[C:35]([CH3:36])=[CH:34][C:33](/[CH:37]=[N:38]/[O:39][CH3:40])=[CH:32][C:28]=1[C:29](O)=[O:30].C([O-])([O-])=O.[K+].[K+]. Product: [Cl:6][C:7]1[C:8]([C:13]2[CH:21]=[C:20]([C:22]([F:25])([F:24])[F:23])[CH:19]=[CH:18][C:14]=2[C:15]2[O:17][C:29](=[O:30])[C:28]3[CH:32]=[C:33](/[CH:37]=[N:38]/[O:39][CH3:40])[CH:34]=[C:35]([CH3:36])[C:27]=3[N:26]=2)=[N:9][CH:10]=[CH:11][CH:12]=1. The catalyst class is: 556. (6) Reactant: [H-].[Na+].[Br:3][C:4]1[CH:5]=[C:6]2[C:11](=[CH:12][CH:13]=1)[N:10]=[C:9]([NH:14][CH3:15])[CH:8]=[N:7]2.Br[CH2:17][C:18]1[CH:23]=[CH:22][C:21]([F:24])=[C:20]([C:25]([F:28])([F:27])[F:26])[CH:19]=1.O. Product: [Br:3][C:4]1[CH:5]=[C:6]2[C:11](=[CH:12][CH:13]=1)[N:10]=[C:9]([N:14]([CH2:17][C:18]1[CH:23]=[CH:22][C:21]([F:24])=[C:20]([C:25]([F:28])([F:26])[F:27])[CH:19]=1)[CH3:15])[CH:8]=[N:7]2. The catalyst class is: 3. (7) Reactant: Br[C:2]1[C:7]([O:8][CH2:9][C@@H:10]([NH:15][C:16](=[O:22])[O:17][C:18]([CH3:21])([CH3:20])[CH3:19])[CH2:11][CH:12]([CH3:14])[CH3:13])=[CH:6][C:5]2[O:23][CH:24]([CH3:31])[C:25]3[C:30]([C:4]=2[CH:3]=1)=[CH:29][CH:28]=[N:27][CH:26]=3.[NH:32]1CCC[C@H:33]1C(O)=O.[Cu]C#N. The catalyst class is: 3. Product: [C:33]([C:2]1[C:7]([O:8][CH2:9][C@@H:10]([NH:15][C:16](=[O:22])[O:17][C:18]([CH3:20])([CH3:19])[CH3:21])[CH2:11][CH:12]([CH3:13])[CH3:14])=[CH:6][C:5]2[O:23][CH:24]([CH3:31])[C:25]3[C:30]([C:4]=2[CH:3]=1)=[CH:29][CH:28]=[N:27][CH:26]=3)#[N:32]. (8) Reactant: FC(F)(F)C(O)=O.[CH2:8]([NH:12][C:13]1[N:21]=[C:20]2[C:16]([N:17]=[C:18]([O:22][CH3:23])[NH:19]2)=[C:15]([NH2:24])[N:14]=1)[CH2:9][CH2:10][CH3:11].C(=O)([O-])[O-].[K+].[K+].CS(O[CH2:36][CH:37]1[CH2:41][CH2:40][O:39][CH2:38]1)(=O)=O. Product: [CH2:8]([NH:12][C:13]1[N:21]=[C:20]2[C:16]([N:17]=[C:18]([O:22][CH3:23])[N:19]2[CH2:36][CH:37]2[CH2:41][CH2:40][O:39][CH2:38]2)=[C:15]([NH2:24])[N:14]=1)[CH2:9][CH2:10][CH3:11]. The catalyst class is: 42. (9) Reactant: [F:1][C:2]([F:34])([F:33])[C:3]1[CH:4]=[C:5]([C@H:13]2[O:17][C:16](=[O:18])[N:15]([CH2:19][C:20]3[CH:25]=[C:24]([C:26]([F:29])([F:28])[F:27])[CH:23]=[CH:22][C:21]=3[CH2:30]Br)[C@H:14]2[CH3:32])[CH:6]=[C:7]([C:9]([F:12])([F:11])[F:10])[CH:8]=1.[CH2:35]([NH2:38])[CH2:36][CH3:37].Cl.CCN(C(C)C)C(C)C. Product: [F:1][C:2]([F:34])([F:33])[C:3]1[CH:4]=[C:5]([C@H:13]2[O:17][C:16](=[O:18])[N:15]([CH2:19][C:20]3[CH:25]=[C:24]([C:26]([F:29])([F:28])[F:27])[CH:23]=[CH:22][C:21]=3[CH2:30][NH:38][CH2:35][CH2:36][CH3:37])[C@H:14]2[CH3:32])[CH:6]=[C:7]([C:9]([F:12])([F:11])[F:10])[CH:8]=1. The catalyst class is: 23.